The task is: Binary Classification. Given a miRNA mature sequence and a target amino acid sequence, predict their likelihood of interaction.. This data is from Experimentally validated miRNA-target interactions with 360,000+ pairs, plus equal number of negative samples. (1) The miRNA is mmu-miR-466k with sequence UGUGUGUGUACAUGUACAUGUGA. The protein sequence of the target gene is MTEGTKKTSKKFKFFKFKGFGSLSNLPRSFTLRRSSASISRQSHLEPDTFEATQDDMVTVPKSPPAYARSSDMYSHMGTMPRPSIKKAQNSQAARQAQEAGPKPNLVPGGVPDPPGLEAAKEVMVKATGPLEDTPAMEPNPSAVEVDPIRKPEVPTGDVEEERPPRDVHSERAAGEPEAGSDYVKFSKEKYILDSSPEKLHKELEEELKLSSTDLRSHAWYHGRIPREVSETLVQRNGDFLIRDSLTSLGDYVLTCRWRNQALHFKINKVVVKAGESYTHIQYLFEQESFDHVPALVRYH.... Result: 0 (no interaction). (2) The miRNA is hsa-miR-548av-5p with sequence AAAAGUACUUGCGGAUUU. The protein sequence of the target gene is MPRSFLVKKHFNASKKPNYSELDTHTVIISPYLYESYPIPVIPKPEILTSGAYSPITVWTSSAAPLHSPLPSGLSPLTGYSSSLGRVSPPPSSDTSSKDHSGSESPISDEEERLQPKLSDPHAIEAEKFQCNLCNKTYSTFSGLAKHKQLHCDAQSRKSFSCKYCDKEYVSLGALKMHIRTHTLPCVCKICGKAFSRPWLLQGHIRTHTGEKPFSCPHCNRAFADRSNLRAHLQTHSDVKKYQCKNCSKTFSRMSLLHKHEESGCCVAH. Result: 0 (no interaction).